This data is from Full USPTO retrosynthesis dataset with 1.9M reactions from patents (1976-2016). The task is: Predict the reactants needed to synthesize the given product. (1) Given the product [CH2:1]([N:3]([C:4]1[C:24]([C:25]2[CH:26]=[CH:27][C:28]([O:43][CH3:44])=[C:29]([CH:42]=2)[C:30]([NH:32][C:33]2([C:36]3[N:41]=[CH:40][CH:39]=[CH:38][N:37]=3)[CH2:35][CH2:34]2)=[O:31])=[CH:23][C:7]2[C:8]([C:18]3[N:19]([S:46]([CH3:45])(=[O:48])=[O:47])[CH:20]=[CH:21][N:22]=3)=[C:9]([C:11]3[CH:12]=[CH:13][C:14]([F:17])=[CH:15][CH:16]=3)[O:10][C:6]=2[CH:5]=1)[S:46]([CH3:45])(=[O:48])=[O:47])[CH3:2], predict the reactants needed to synthesize it. The reactants are: [CH2:1]([NH:3][C:4]1[C:24]([C:25]2[CH:26]=[CH:27][C:28]([O:43][CH3:44])=[C:29]([CH:42]=2)[C:30]([NH:32][C:33]2([C:36]3[N:41]=[CH:40][CH:39]=[CH:38][N:37]=3)[CH2:35][CH2:34]2)=[O:31])=[CH:23][C:7]2[C:8]([C:18]3[NH:19][CH:20]=[CH:21][N:22]=3)=[C:9]([C:11]3[CH:16]=[CH:15][C:14]([F:17])=[CH:13][CH:12]=3)[O:10][C:6]=2[CH:5]=1)[CH3:2].[CH3:45][S:46](Cl)(=[O:48])=[O:47]. (2) The reactants are: B(Br)(Br)Br.CCCCCCC.C[O:13][C:14]1[CH:19]=[CH:18][C:17]([CH2:20][CH2:21][NH:22][C@H:23]2[CH2:28][CH2:27][C@H:26]([OH:29])[CH2:25][CH2:24]2)=[CH:16][CH:15]=1. Given the product [OH:29][C@H:26]1[CH2:27][CH2:28][C@H:23]([NH:22][CH2:21][CH2:20][C:17]2[CH:16]=[CH:15][C:14]([OH:13])=[CH:19][CH:18]=2)[CH2:24][CH2:25]1, predict the reactants needed to synthesize it. (3) Given the product [Cl:1][C:2]1[CH:3]=[CH:4][C:5]([C:19]([OH:21])=[O:20])=[N:6][C:7]=1[NH:8][NH:9][C:27]([NH:26][CH:29]1[C:30]2[CH:43]=[CH:42][CH:41]=[CH:40][C:31]=2[CH2:32][CH2:33][C:34]2[CH:39]=[CH:38][CH:37]=[CH:36][C:35]1=2)=[S:28], predict the reactants needed to synthesize it. The reactants are: [Cl:1][C:2]1[CH:3]=[C:4](C(O)=O)[CH:5]=[N:6][C:7]=1[NH:8][NH2:9].ClC1C(Cl)=NC=C(C=1)[C:19]([OH:21])=[O:20].NN.[N:26]([CH:29]1[C:35]2[CH:36]=[CH:37][CH:38]=[CH:39][C:34]=2[CH2:33][CH2:32][C:31]2[CH:40]=[CH:41][CH:42]=[CH:43][C:30]1=2)=[C:27]=[S:28]. (4) Given the product [CH3:41][O:40][CH2:39][C:36]1[S:35][C:34]([C:30]2([OH:33])[CH2:29][CH2:28][CH:27]([N:24]3[CH2:25][CH2:26][C@@H:22]([NH:21][C:14](=[O:16])[CH2:13][NH:12][S:9]([C:5]4[CH:6]=[CH:7][CH:8]=[C:3]([C:2]([F:1])([F:18])[F:17])[CH:4]=4)(=[O:10])=[O:11])[CH2:23]3)[CH2:32][CH2:31]2)=[N:38][CH:37]=1, predict the reactants needed to synthesize it. The reactants are: [F:1][C:2]([F:18])([F:17])[C:3]1[CH:4]=[C:5]([S:9]([NH:12][CH2:13][C:14]([OH:16])=O)(=[O:11])=[O:10])[CH:6]=[CH:7][CH:8]=1.Cl.Cl.[NH2:21][C@@H:22]1[CH2:26][CH2:25][N:24]([CH:27]2[CH2:32][CH2:31][C:30]([C:34]3[S:35][C:36]([CH2:39][O:40][CH3:41])=[CH:37][N:38]=3)([OH:33])[CH2:29][CH2:28]2)[CH2:23]1. (5) Given the product [F:1][C:2]1[CH:3]=[C:4]2[C:9](=[CH:10][CH:11]=1)[N:8]=[C:7]([NH:12][C:13]([N:30]1[CH2:29][CH2:28][N:27]([C:22]3[CH:23]=[CH:24][CH:25]=[CH:26][C:21]=3[Cl:20])[CH2:32][CH2:31]1)=[O:17])[C:6]([O:18][CH3:19])=[N:5]2, predict the reactants needed to synthesize it. The reactants are: [F:1][C:2]1[CH:3]=[C:4]2[C:9](=[CH:10][CH:11]=1)[N:8]=[C:7]([NH:12][C:13](=[O:17])OCC)[C:6]([O:18][CH3:19])=[N:5]2.[Cl:20][C:21]1[CH:26]=[CH:25][CH:24]=[CH:23][C:22]=1[N:27]1[CH2:32][CH2:31][NH:30][CH2:29][CH2:28]1. (6) The reactants are: [CH2:1]([O:8][CH2:9][CH2:10][CH2:11][C@H:12]([C:21]1[C:25]2[CH2:26][CH2:27][CH2:28][CH:29]([CH2:30][CH2:31][CH:32]([CH3:34])[CH3:33])[C:24]=2[O:23][N:22]=1)[CH2:13][C:14]([O:16]C(C)(C)C)=[O:15])[C:2]1[CH:7]=[CH:6][CH:5]=[CH:4][CH:3]=1.C(Cl)(Cl)Cl.FC(F)(F)C(O)=O. Given the product [CH2:1]([O:8][CH2:9][CH2:10][CH2:11][C@H:12]([C:21]1[C:25]2[CH2:26][CH2:27][CH2:28][CH:29]([CH2:30][CH2:31][CH:32]([CH3:34])[CH3:33])[C:24]=2[O:23][N:22]=1)[CH2:13][C:14]([OH:16])=[O:15])[C:2]1[CH:3]=[CH:4][CH:5]=[CH:6][CH:7]=1, predict the reactants needed to synthesize it. (7) Given the product [OH:39][CH2:40][C:41]1([NH:50][CH2:51][CH2:52][CH2:53][NH:54][CH2:55][CH2:56][CH2:57][CH2:58][NH:59][CH2:60][CH2:61][CH2:62][NH2:63])[O:47][C@H:46]([CH2:48][OH:49])[C@@H:44]([OH:45])[C@@H:42]1[OH:43].[NH2:78][CH2:77][CH2:76][CH2:75][NH:74][CH2:73][CH2:72][CH2:71][CH2:70][NH:69][CH2:68][CH2:67][CH2:66][NH2:65], predict the reactants needed to synthesize it. The reactants are: C1N(CCO)CCN(CCS(O)(=O)=O)C1.[Mg+2].[Cl-].[Cl-].C(S)[C@@H](O)[C@H](O)CS.C1C=CC(CS(F)(=O)=O)=CC=1.Cl.[OH:39][CH2:40][C:41]1([NH:50][CH2:51][CH2:52][CH2:53][NH:54][CH2:55][CH2:56][CH2:57][CH2:58][NH:59][CH2:60][CH2:61][CH2:62][NH2:63])[O:47][C@H:46]([CH2:48][OH:49])[C@@H:44]([OH:45])[C@@H:42]1[OH:43].Cl.[NH2:65][CH2:66][CH2:67][CH2:68][NH:69][CH2:70][CH2:71][CH2:72][CH2:73][NH:74][CH2:75][CH2:76][CH2:77][NH2:78]. (8) Given the product [CH:36]1([C:42]([O:1][CH2:2][C:3]2[CH:4]=[CH:5][C:6]([CH:9]([CH2:10][NH:11][C:12]([O:13][C:14]([CH3:16])([CH3:17])[CH3:15])=[O:18])[C:19]([NH:21][C:22]3[CH:23]=[C:24]4[C:29](=[CH:30][CH:31]=3)[CH:28]=[N:27][CH:26]=[CH:25]4)=[O:20])=[CH:7][CH:8]=2)=[O:43])[CH2:41][CH2:40][CH2:39][CH2:38][CH2:37]1, predict the reactants needed to synthesize it. The reactants are: [OH:1][CH2:2][C:3]1[CH:8]=[CH:7][C:6]([CH:9]([C:19]([NH:21][C:22]2[CH:23]=[C:24]3[C:29](=[CH:30][CH:31]=2)[CH:28]=[N:27][CH:26]=[CH:25]3)=[O:20])[CH2:10][NH:11][C:12](=[O:18])[O:13][C:14]([CH3:17])([CH3:16])[CH3:15])=[CH:5][CH:4]=1.C(Cl)CCl.[CH:36]1([C:42](O)=[O:43])[CH2:41][CH2:40][CH2:39][CH2:38][CH2:37]1.